From a dataset of Reaction yield outcomes from USPTO patents with 853,638 reactions. Predict the reaction yield, written as a fraction of the theoretical maximum amount of product (1.0 means a 100% yield; for example, 0.34 means a 34% yield). (1) The reactants are Br[C:2]1[CH:3]=[C:4]([CH3:9])[CH:5]=[C:6]([CH3:8])[CH:7]=1.[CH2:10]([NH2:16])[CH2:11][CH2:12][CH2:13][CH2:14][CH3:15]. No catalyst specified. The product is [CH2:10]([NH:16][C:2]1[CH:3]=[C:4]([CH3:9])[CH:5]=[C:6]([CH3:8])[CH:7]=1)[CH2:11][CH2:12][CH2:13][CH2:14][CH3:15]. The yield is 0.900. (2) The product is [CH3:17][O:18][C:19]1[CH:20]=[C:21]([N:2]2[C:6]3[N:7]=[C:8]([C:11]4[CH:16]=[CH:15][CH:14]=[CH:13][CH:12]=4)[CH2:9][NH:10][C:5]=3[CH:4]=[CH:3]2)[CH:22]=[CH:23][C:24]=1[O:25][CH3:26]. The reactants are I[N:2]1[C:6]2[N:7]=[C:8]([C:11]3[CH:16]=[CH:15][CH:14]=[CH:13][CH:12]=3)[CH2:9][NH:10][C:5]=2[CH:4]=[CH:3]1.[CH3:17][O:18][C:19]1[CH:20]=[C:21](B(O)O)[CH:22]=[CH:23][C:24]=1[O:25][CH3:26].C(=O)([O-])[O-].[Na+].[Na+].C(=O)(O)[O-].[Na+]. The yield is 0.270. The catalyst is Cl[Pd-2](Cl)(P(C1C=CC=CC=1)(C1C=CC=CC=1)C1C=CC=CC=1)P(C1C=CC=CC=1)(C1C=CC=CC=1)C1C=CC=CC=1.ClCCl.C(#N)C. (3) The reactants are [CH3:1][N:2]([CH3:25])[C:3]([C:5]1[N:14]([C:15]2[CH:20]=[CH:19][CH:18]=[C:17]([C:21]([CH3:24])([CH3:23])[CH3:22])[CH:16]=2)[C:8]2[N:9]=[C:10](Cl)[N:11]=[CH:12][C:7]=2[CH:6]=1)=[O:4].[C:26]([O:30][C:31]([N:33]1[CH:38]2[CH2:39][CH2:40][CH:34]1[CH2:35][N:36]([C:41]([C:43]1[CH:44]=[N:45][C:46]([NH2:49])=[CH:47][CH:48]=1)=[O:42])[CH2:37]2)=[O:32])([CH3:29])([CH3:28])[CH3:27]. No catalyst specified. The product is [C:26]([O:30][C:31]([N:33]1[CH:34]2[CH2:40][CH2:39][CH:38]1[CH2:37][N:36]([C:41]([C:43]1[CH:44]=[N:45][C:46]([NH:49][C:10]3[N:11]=[CH:12][C:7]4[CH:6]=[C:5]([C:3](=[O:4])[N:2]([CH3:25])[CH3:1])[N:14]([C:15]5[CH:20]=[CH:19][CH:18]=[C:17]([C:21]([CH3:24])([CH3:23])[CH3:22])[CH:16]=5)[C:8]=4[N:9]=3)=[CH:47][CH:48]=1)=[O:42])[CH2:35]2)=[O:32])([CH3:29])([CH3:27])[CH3:28]. The yield is 0.600. (4) The reactants are [C:1]([C:5]1[CH:10]=[CH:9][C:8]([N+:11]([O-:13])=[O:12])=[CH:7][C:6]=1[OH:14])([CH3:4])([CH3:3])[CH3:2].[C:15]([O-])([O-])=O.[K+].[K+].CI. The catalyst is CN(C=O)C.O. The product is [C:1]([C:5]1[CH:10]=[CH:9][C:8]([N+:11]([O-:13])=[O:12])=[CH:7][C:6]=1[O:14][CH3:15])([CH3:4])([CH3:2])[CH3:3]. The yield is 0.760. (5) The reactants are Cl.[Cl:2][C:3]1[CH:8]=[CH:7][C:6]([CH:9]([NH:14]C(=O)OC(C)(C)C)[CH2:10][CH2:11][O:12][CH3:13])=[CH:5][CH:4]=1. The catalyst is C(Cl)Cl.CO. The product is [Cl:2][C:3]1[CH:4]=[CH:5][C:6]([CH:9]([NH2:14])[CH2:10][CH2:11][O:12][CH3:13])=[CH:7][CH:8]=1. The yield is 0.880.